This data is from Reaction yield outcomes from USPTO patents with 853,638 reactions. The task is: Predict the reaction yield, written as a fraction of the theoretical maximum amount of product (1.0 means a 100% yield; for example, 0.34 means a 34% yield). (1) The reactants are [Br:1][C:2]1[CH:3]=[C:4]2[C:8](=[CH:9][CH:10]=1)[CH:7]([NH2:11])[CH2:6][CH2:5]2.[OH-].[Na+].[C:14](O[C:14]([O:16][C:17]([CH3:20])([CH3:19])[CH3:18])=[O:15])([O:16][C:17]([CH3:20])([CH3:19])[CH3:18])=[O:15]. The catalyst is O.C1COCC1. The product is [Br:1][C:2]1[CH:3]=[C:4]2[C:8](=[CH:9][CH:10]=1)[CH:7]([NH:11][C:14](=[O:15])[O:16][C:17]([CH3:20])([CH3:19])[CH3:18])[CH2:6][CH2:5]2. The yield is 0.770. (2) The reactants are [CH:1]1([CH:4]2[C:13]3[C:8](=[CH:9][CH:10]=[CH:11][CH:12]=3)[N:7]([CH2:14][C:15]([NH2:17])=O)[CH2:6][CH2:5]2)[CH2:3][CH2:2]1.B.C1COCC1.CO. The catalyst is C1COCC1. The product is [CH:1]1([CH:4]2[C:13]3[C:8](=[CH:9][CH:10]=[CH:11][CH:12]=3)[N:7]([CH2:14][CH2:15][NH2:17])[CH2:6][CH2:5]2)[CH2:2][CH2:3]1. The yield is 0.532. (3) The reactants are [ClH:1].C(OC([N:9]1[CH2:14][CH2:13][N:12]([CH2:15][CH2:16][OH:17])[C:11](=[O:18])[CH2:10]1)=O)(C)(C)C. The yield is 0.910. The catalyst is O1CCOCC1. The product is [ClH:1].[OH:17][CH2:16][CH2:15][N:12]1[CH2:13][CH2:14][NH:9][CH2:10][C:11]1=[O:18]. (4) The reactants are [C:1]([C:5]1[CH:6]=[C:7]([C:15]2[CH:23]=[CH:22][CH:21]=[C:20]3[C:16]=2[CH:17]=[CH:18][CH2:19]3)[CH:8]=[C:9]([C:11]([CH3:14])([CH3:13])[CH3:12])[CH:10]=1)([CH3:4])([CH3:3])[CH3:2].CS(C)=O.[Br:28]N1C(=O)CCC1=O.C1(C)C=CC(S(O)(=O)=O)=CC=1. The catalyst is O. The product is [Br:28][C:18]1[CH2:19][C:20]2[C:16]([CH:17]=1)=[C:15]([C:7]1[CH:8]=[C:9]([C:11]([CH3:14])([CH3:13])[CH3:12])[CH:10]=[C:5]([C:1]([CH3:2])([CH3:3])[CH3:4])[CH:6]=1)[CH:23]=[CH:22][CH:21]=2. The yield is 0.660. (5) The reactants are [C:1]([NH2:10])(=[O:9])[C:2]1[C:3](=[CH:5][CH:6]=[CH:7][CH:8]=1)[OH:4].Br[CH2:12][C:13]([C:15]1[CH:20]=[CH:19][CH:18]=[C:17]([O:21][CH3:22])[CH:16]=1)=[O:14].C(=O)([O-])[O-].[K+].[K+].O. The catalyst is CN(C)C=O. The product is [CH3:22][O:21][C:17]1[CH:16]=[C:15]([C:13](=[O:14])[CH2:12][O:4][C:3]2[CH:5]=[CH:6][CH:7]=[CH:8][C:2]=2[C:1]([NH2:10])=[O:9])[CH:20]=[CH:19][CH:18]=1. The yield is 0.900.